Dataset: Full USPTO retrosynthesis dataset with 1.9M reactions from patents (1976-2016). Task: Predict the reactants needed to synthesize the given product. Given the product [Cl:20][C:11]1[C:12]([N:14]([CH2:16][CH2:17][O:18][CH3:19])[CH3:15])=[CH:13][C:8]2[N:7]=[C:24]([C:26]3[CH:31]=[CH:30][N:29]=[C:28]([C:32]4[O:36][N:35]=[C:34]([CH3:37])[CH:33]=4)[CH:27]=3)[CH2:23][C:22](=[O:38])[NH:21][C:9]=2[CH:10]=1, predict the reactants needed to synthesize it. The reactants are: C(OC(=O)[NH:7][C:8]1[CH:13]=[C:12]([N:14]([CH2:16][CH2:17][O:18][CH3:19])[CH3:15])[C:11]([Cl:20])=[CH:10][C:9]=1[NH:21][C:22](=[O:38])[CH2:23][C:24]([C:26]1[CH:31]=[CH:30][N:29]=[C:28]([C:32]2[O:36][N:35]=[C:34]([CH3:37])[CH:33]=2)[CH:27]=1)=O)(C)(C)C.C(O)(C(F)(F)F)=O.